The task is: Regression. Given a peptide amino acid sequence and an MHC pseudo amino acid sequence, predict their binding affinity value. This is MHC class I binding data.. This data is from Peptide-MHC class I binding affinity with 185,985 pairs from IEDB/IMGT. (1) The peptide sequence is IIKSPYMFA. The MHC is HLA-A30:01 with pseudo-sequence HLA-A30:01. The binding affinity (normalized) is 0.828. (2) The peptide sequence is SADASTFLK. The MHC is Patr-A0101 with pseudo-sequence Patr-A0101. The binding affinity (normalized) is 0.404.